Dataset: Reaction yield outcomes from USPTO patents with 853,638 reactions. Task: Predict the reaction yield, written as a fraction of the theoretical maximum amount of product (1.0 means a 100% yield; for example, 0.34 means a 34% yield). The reactants are C([Si](C1C=CC=CC=1)(C1C=CC=CC=1)[O:6][CH2:7][CH2:8][CH:9]1[C:15]2[CH:16]=[CH:17][C:18]([O:20][C:21](=[O:25])[N:22]([CH3:24])[CH3:23])=[CH:19][C:14]=2[CH:13]=[CH:12][CH2:11][N:10]1[C:26]([O:28][C:29]([CH3:32])([CH3:31])[CH3:30])=[O:27])(C)(C)C.[F-].C([N+](CCCC)(CCCC)CCCC)CCC.O. The catalyst is O1CCCC1. The product is [CH3:24][N:22]([CH3:23])[C:21]([O:20][C:18]1[CH:17]=[CH:16][C:15]2[CH:9]([CH2:8][CH2:7][OH:6])[N:10]([C:26]([O:28][C:29]([CH3:31])([CH3:32])[CH3:30])=[O:27])[CH2:11][CH:12]=[CH:13][C:14]=2[CH:19]=1)=[O:25]. The yield is 0.960.